Dataset: Full USPTO retrosynthesis dataset with 1.9M reactions from patents (1976-2016). Task: Predict the reactants needed to synthesize the given product. Given the product [Br:1][C:2]1[CH:3]=[C:4]([CH:5]([OH:6])[CH2:12][CH:11]=[CH2:10])[CH:7]=[CH:8][CH:9]=1, predict the reactants needed to synthesize it. The reactants are: [Br:1][C:2]1[CH:3]=[C:4]([CH:7]=[CH:8][CH:9]=1)[CH:5]=[O:6].[CH2:10]([Mg]Br)[CH:11]=[CH2:12].